This data is from Reaction yield outcomes from USPTO patents with 853,638 reactions. The task is: Predict the reaction yield, written as a fraction of the theoretical maximum amount of product (1.0 means a 100% yield; for example, 0.34 means a 34% yield). The reactants are [CH3:1][O:2][C:3]1[CH:8]=[CH:7][N:6]=[C:5]([NH2:9])[N:4]=1.[N+:10]([C:12]1[CH:21]=[CH:20][C:15]2[O:16][CH2:17][CH2:18][O:19][C:14]=2[CH:13]=1)#[C-:11].[F:22][CH2:23][CH2:24][O:25][C:26]1[CH:33]=[C:32]([CH3:34])[C:29]([CH:30]=O)=[C:28]([CH3:35])[CH:27]=1.[Cl-].[In+3].[Cl-].[Cl-]. The catalyst is C1(C)C=CC=CC=1. The product is [O:16]1[CH2:17][CH2:18][O:19][C:14]2[CH:13]=[C:12]([NH:10][C:11]3[N:4]4[C:3]([O:2][CH3:1])=[CH:8][CH:7]=[N:6][C:5]4=[N:9][C:30]=3[C:29]3[C:28]([CH3:35])=[CH:27][C:26]([O:25][CH2:24][CH2:23][F:22])=[CH:33][C:32]=3[CH3:34])[CH:21]=[CH:20][C:15]1=2. The yield is 0.110.